This data is from Reaction yield outcomes from USPTO patents with 853,638 reactions. The task is: Predict the reaction yield, written as a fraction of the theoretical maximum amount of product (1.0 means a 100% yield; for example, 0.34 means a 34% yield). (1) The reactants are Br[C:2]1[N:7]=[C:6]2[N:8]([CH2:11][C:12]3[CH:13]=[C:14]4[C:19](=[CH:20][CH:21]=3)[N:18]=[CH:17][CH:16]=[CH:15]4)[N:9]=[N:10][C:5]2=[N:4][CH:3]=1.C(N(CC)CC)C.[CH3:29][N:30]([CH3:34])[CH2:31][CH2:32][OH:33]. The catalyst is C(O)CCC. The product is [CH3:29][N:30]([CH3:34])[CH2:31][CH2:32][O:33][C:2]1[N:7]=[C:6]2[N:8]([CH2:11][C:12]3[CH:13]=[C:14]4[C:19](=[CH:20][CH:21]=3)[N:18]=[CH:17][CH:16]=[CH:15]4)[N:9]=[N:10][C:5]2=[N:4][CH:3]=1. The yield is 0.740. (2) The reactants are I[C:2]1[CH:10]=[CH:9][CH:8]=[CH:7][C:3]=1[C:4]([O-:6])=[O:5].[CH:11]#[C:12][CH2:13][CH2:14][CH2:15][CH3:16].[CH3:17]N(C=O)C. The catalyst is Cl[Pd](Cl)([P](C1C=CC=CC=1)(C1C=CC=CC=1)C1C=CC=CC=1)[P](C1C=CC=CC=1)(C1C=CC=CC=1)C1C=CC=CC=1.[Cu]I. The product is [C:11]([C:2]1[CH:10]=[CH:9][CH:8]=[CH:7][C:3]=1[C:4]([O:6][CH3:17])=[O:5])#[C:12][CH2:13][CH2:14][CH2:15][CH3:16]. The yield is 0.900. (3) The reactants are [CH3:1][C:2]([N+:9]([O-:11])=[O:10])([CH3:8])[CH2:3][CH2:4][C:5]([OH:7])=O.Cl.CN(C)CCCN=C=NCC.[CH2:24]([NH2:31])[C:25]1[CH:30]=[CH:29][CH:28]=[CH:27][CH:26]=1.Cl. The catalyst is ClCCl.O.C(N(CC)CC)C. The product is [CH2:24]([NH:31][C:5](=[O:7])[CH2:4][CH2:3][C:2]([CH3:1])([N+:9]([O-:11])=[O:10])[CH3:8])[C:25]1[CH:30]=[CH:29][CH:28]=[CH:27][CH:26]=1. The yield is 0.380. (4) The reactants are C[O:2][C:3](=[O:13])[C:4]1[CH:9]=[C:8]([O:10][CH3:11])[C:7]([Cl:12])=[N:6][CH:5]=1.[OH-].[Na+].Cl. The catalyst is CO. The product is [Cl:12][C:7]1[C:8]([O:10][CH3:11])=[CH:9][C:4]([C:3]([OH:13])=[O:2])=[CH:5][N:6]=1. The yield is 0.740. (5) The reactants are Br[C:2]1[CH:3]=[C:4]([N:22]([CH:24]2[CH2:28][CH2:27][CH2:26][CH2:25]2)[CH3:23])[C:5]([CH3:21])=[C:6]([CH:20]=1)[C:7]([NH:9][CH2:10][C:11]1[C:12](=[O:19])[NH:13][C:14]([CH3:18])=[CH:15][C:16]=1[CH3:17])=[O:8].[CH3:29][N:30]1[CH:34]=[C:33](B(O)O)[CH:32]=[N:31]1.C([O-])([O-])=O.[Na+].[Na+]. The catalyst is O1CCOCC1.C1C=CC([P]([Pd]([P](C2C=CC=CC=2)(C2C=CC=CC=2)C2C=CC=CC=2)([P](C2C=CC=CC=2)(C2C=CC=CC=2)C2C=CC=CC=2)[P](C2C=CC=CC=2)(C2C=CC=CC=2)C2C=CC=CC=2)(C2C=CC=CC=2)C2C=CC=CC=2)=CC=1. The product is [CH:24]1([N:22]([CH3:23])[C:4]2[C:5]([CH3:21])=[C:6]([CH:20]=[C:2]([C:33]3[CH:32]=[N:31][N:30]([CH3:29])[CH:34]=3)[CH:3]=2)[C:7]([NH:9][CH2:10][C:11]2[C:12](=[O:19])[NH:13][C:14]([CH3:18])=[CH:15][C:16]=2[CH3:17])=[O:8])[CH2:28][CH2:27][CH2:26][CH2:25]1. The yield is 0.700. (6) The reactants are [Cl:1][C:2]1[CH:7]=[C:6]([C:8]2[C:17]3[C:12](=[CH:13][C:14]([S:18](OC4C(F)=C(F)C(F)=C(F)C=4F)(=[O:20])=[O:19])=[CH:15][CH:16]=3)[CH:11]=[CH:10][N:9]=2)[C:5]([O:33][CH3:34])=[CH:4][C:3]=1[C:35]1[CH:40]=[CH:39][CH:38]=[C:37]([F:41])[CH:36]=1.[N:42]1[CH:47]=[CH:46][C:45]([NH2:48])=[N:44][CH:43]=1.C[Si]([N-][Si](C)(C)C)(C)C.[Li+]. The catalyst is C1COCC1. The product is [Cl:1][C:2]1[CH:7]=[C:6]([C:8]2[C:17]3[C:12](=[CH:13][C:14]([S:18]([NH:48][C:45]4[CH:46]=[CH:47][N:42]=[CH:43][N:44]=4)(=[O:20])=[O:19])=[CH:15][CH:16]=3)[CH:11]=[CH:10][N:9]=2)[C:5]([O:33][CH3:34])=[CH:4][C:3]=1[C:35]1[CH:40]=[CH:39][CH:38]=[C:37]([F:41])[CH:36]=1. The yield is 0.655. (7) The catalyst is CN(C=O)C.C1C=CC(P(C2C=CC=CC=2)[C-]2C=CC=C2)=CC=1.C1C=CC(P(C2C=CC=CC=2)[C-]2C=CC=C2)=CC=1.Cl[Pd]Cl.[Fe+2].C(Cl)Cl. The yield is 0.710. The product is [CH3:47][O:48][C:49](=[O:54])[CH2:50][CH2:51][C:52]#[C:53][C:28]1[CH:29]=[CH:30][C:25]([C:3]([CH2:4][CH3:5])([C:6]2[CH:11]=[CH:10][C:9](/[CH:12]=[CH:13]/[C:14]([OH:23])([C:19]([F:21])([F:22])[F:20])[C:15]([F:18])([F:17])[F:16])=[C:8]([CH3:24])[CH:7]=2)[CH2:1][CH3:2])=[CH:26][C:27]=1[CH3:39]. The reactants are [CH2:1]([C:3]([C:25]1[CH:30]=[CH:29][C:28](OS(C(F)(F)F)(=O)=O)=[C:27]([CH3:39])[CH:26]=1)([C:6]1[CH:11]=[CH:10][C:9](/[CH:12]=[CH:13]/[C:14]([OH:23])([C:19]([F:22])([F:21])[F:20])[C:15]([F:18])([F:17])[F:16])=[C:8]([CH3:24])[CH:7]=1)[CH2:4][CH3:5])[CH3:2].CCN(CC)CC.[CH3:47][O:48][C:49](=[O:54])[CH2:50][CH2:51][C:52]#[CH:53].C(OCC)(=O)C.